This data is from Forward reaction prediction with 1.9M reactions from USPTO patents (1976-2016). The task is: Predict the product of the given reaction. (1) Given the reactants CC1(C)C(C)(C)OB([C:9]2[CH:14]=[CH:13][N:12]=[C:11]([NH:15][C:16]([CH:18]3[CH2:20][CH2:19]3)=[O:17])[CH:10]=2)O1.Br[C:23]1[C:27]([C:28]2[CH:33]=[CH:32][C:31]([F:34])=[CH:30][CH:29]=2)=[N:26][N:25]2[CH2:35][CH2:36][CH2:37][C:24]=12.C(=O)([O-])[O-].[Na+].[Na+], predict the reaction product. The product is: [F:34][C:31]1[CH:30]=[CH:29][C:28]([C:27]2[C:23]([C:9]3[CH:14]=[CH:13][N:12]=[C:11]([NH:15][C:16]([CH:18]4[CH2:19][CH2:20]4)=[O:17])[CH:10]=3)=[C:24]3[CH2:37][CH2:36][CH2:35][N:25]3[N:26]=2)=[CH:33][CH:32]=1. (2) Given the reactants [NH2:1][C:2]1[CH:7]=[CH:6][C:5]([C:8]2[C:17]([N:18]([CH:20]([CH3:22])[CH3:21])[CH3:19])=[N:16][C:15]3[C:10](=[CH:11][CH:12]=[C:13]([C:23]([O:25][CH3:26])=[O:24])[CH:14]=3)[N:9]=2)=[CH:4][C:3]=1[N+:27]([O-])=O.[NH4+].[Cl-], predict the reaction product. The product is: [NH2:27][C:3]1[CH:4]=[C:5]([C:8]2[C:17]([N:18]([CH:20]([CH3:22])[CH3:21])[CH3:19])=[N:16][C:15]3[C:10](=[CH:11][CH:12]=[C:13]([C:23]([O:25][CH3:26])=[O:24])[CH:14]=3)[N:9]=2)[CH:6]=[CH:7][C:2]=1[NH2:1]. (3) Given the reactants [CH3:1][C:2]1[N:6]([CH:7]2[CH2:12][CH2:11][O:10][CH2:9][CH2:8]2)[C:5]2[CH:13]=[CH:14][C:15]([C:17]([OH:19])=O)=[CH:16][C:4]=2[N:3]=1.S(Cl)(Cl)=O.[NH2:24][C:25]1[CH:30]=[C:29]([N+:31]([O-:33])=[O:32])[CH:28]=[CH:27][C:26]=1O.C(N(CC)CC)C.CS(O)(=O)=O.C(=O)([O-])O.[Na+], predict the reaction product. The product is: [N+:31]([C:29]1[CH:28]=[CH:27][C:26]2[O:19][C:17]([C:15]3[CH:14]=[CH:13][C:5]4[N:6]([CH:7]5[CH2:8][CH2:9][O:10][CH2:11][CH2:12]5)[C:2]([CH3:1])=[N:3][C:4]=4[CH:16]=3)=[N:24][C:25]=2[CH:30]=1)([O-:33])=[O:32]. (4) Given the reactants Br[C:2]1[CH:3]=[CH:4][C:5]([F:24])=[C:6]([C:8]2[CH2:12][N:11]([C:13]([N:15]([CH3:17])[CH3:16])=[O:14])[CH:10]([C:18]3[CH:23]=[CH:22][CH:21]=[CH:20][CH:19]=3)[CH:9]=2)[CH:7]=1.[CH3:25][N:26](C=O)C, predict the reaction product. The product is: [F:24][C:5]1[CH:4]=[CH:3][C:2]([N+:26]#[C-:25])=[CH:7][C:6]=1[C:8]1[CH2:12][N:11]([C:13]([N:15]([CH3:17])[CH3:16])=[O:14])[CH:10]([C:18]2[CH:23]=[CH:22][CH:21]=[CH:20][CH:19]=2)[CH:9]=1. (5) Given the reactants CO[C:3]([C:5]1[C:10]([NH2:11])=[N:9][C:8]([NH2:12])=[C:7]([Cl:13])[N:6]=1)=[O:4].[CH3:14][N:15]([CH3:19])[CH2:16][CH2:17][NH2:18], predict the reaction product. The product is: [CH3:14][N:15]([CH3:19])[CH2:16][CH2:17][NH:18][C:3]([C:5]1[C:10]([NH2:11])=[N:9][C:8]([NH2:12])=[C:7]([Cl:13])[N:6]=1)=[O:4].